From a dataset of Full USPTO retrosynthesis dataset with 1.9M reactions from patents (1976-2016). Predict the reactants needed to synthesize the given product. Given the product [S:19]1[C:15]([N:10]2[CH2:11][CH2:12][N:8]([C:3]3[CH:4]=[N:5][CH:6]=[CH:7][C:2]=3[CH3:1])[C:9]2=[O:13])=[CH:16][C:17]2[CH:23]=[CH:22][CH:21]=[CH:20][C:18]1=2, predict the reactants needed to synthesize it. The reactants are: [CH3:1][C:2]1[CH:7]=[CH:6][N:5]=[CH:4][C:3]=1[N:8]1[CH2:12][CH2:11][NH:10][C:9]1=[O:13].Br[C:15]1[S:19][C:18]2[CH:20]=[CH:21][CH:22]=[CH:23][C:17]=2[CH:16]=1.N[C@@H]1CCCC[C@H]1N.C(=O)([O-])[O-].[K+].[K+].